From a dataset of Full USPTO retrosynthesis dataset with 1.9M reactions from patents (1976-2016). Predict the reactants needed to synthesize the given product. Given the product [C:1]([NH:4][C:5]1[S:6][C:7]([CH2:26][C:27]2[CH:35]=[CH:34][C:30]([NH:38][C:41](=[O:61])[O:62][CH3:63])=[CH:29][CH:28]=2)=[C:8]([CH2:10][CH2:11][C:12]2[CH:17]=[CH:16][C:15]([NH:18][C:19]([O:21][C:22]([CH3:23])([CH3:25])[CH3:24])=[O:20])=[CH:14][CH:13]=2)[N:9]=1)(=[O:3])[CH3:2], predict the reactants needed to synthesize it. The reactants are: [C:1]([NH:4][C:5]1[S:6][C:7]([CH2:26][C:27]2[CH:35]=[CH:34][C:30](C(O)=O)=[CH:29][CH:28]=2)=[C:8]([CH2:10][CH2:11][C:12]2[CH:17]=[CH:16][C:15]([NH:18][C:19]([O:21][C:22]([CH3:25])([CH3:24])[CH3:23])=[O:20])=[CH:14][CH:13]=2)[N:9]=1)(=[O:3])[CH3:2].C([N:38]([CH2:41]C)CC)C.C1(P(N=[N+]=[N-])(C2C=CC=CC=2)=O)C=CC=CC=1.C[OH:61].[O:62]1CCOC[CH2:63]1.